From a dataset of Reaction yield outcomes from USPTO patents with 853,638 reactions. Predict the reaction yield, written as a fraction of the theoretical maximum amount of product (1.0 means a 100% yield; for example, 0.34 means a 34% yield). (1) The reactants are C([NH:8][C:9]1[C:17]2[O:16][CH2:15][CH:14]([C:18]3[CH:23]=[CH:22][C:21]([CH:24]([CH3:26])[CH3:25])=[CH:20][CH:19]=3)[C:13]=2[C:12]([CH3:27])=[C:11]([CH3:28])[C:10]=1[CH3:29])C1C=CC=CC=1. The catalyst is CCCCCC.C(OCC)(=O)C. The product is [CH:24]([C:21]1[CH:20]=[CH:19][C:18]([CH:14]2[C:13]3[C:12]([CH3:27])=[C:11]([CH3:28])[C:10]([CH3:29])=[C:9]([NH2:8])[C:17]=3[O:16][CH2:15]2)=[CH:23][CH:22]=1)([CH3:26])[CH3:25]. The yield is 0.800. (2) The reactants are [F:1][C:2]1[CH:3]=[C:4]([C:8]2[CH:9]=[C:10]([CH3:18])[C:11]([CH3:17])=[C:12]([CH:16]=2)[C:13]([OH:15])=O)[CH:5]=[CH:6][CH:7]=1.C(Cl)(C(Cl)=O)=O.[NH2:25][C:26]1[C:27]([F:34])=[C:28]([OH:33])[CH:29]=[CH:30][C:31]=1[F:32].C([O-])([O-])=O.[Na+].[Na+]. The catalyst is C(Cl)Cl.C1COCC1.CCOC(C)=O.O.CN(C=O)C. The product is [F:34][C:27]1[C:28]([OH:33])=[CH:29][CH:30]=[C:31]([F:32])[C:26]=1[NH:25][C:13](=[O:15])[C:12]1[CH:16]=[C:8]([C:4]2[CH:5]=[CH:6][CH:7]=[C:2]([F:1])[CH:3]=2)[CH:9]=[C:10]([CH3:18])[C:11]=1[CH3:17]. The yield is 0.150.